Task: Predict the reaction yield, written as a fraction of the theoretical maximum amount of product (1.0 means a 100% yield; for example, 0.34 means a 34% yield).. Dataset: Reaction yield outcomes from USPTO patents with 853,638 reactions (1) The reactants are [OH:1][C:2]1[CH:7]=[CH:6][CH:5]=[CH:4][C:3]=1[CH2:8][CH2:9][C:10]([OH:12])=[O:11].[C:13]1(Br)[CH:18]=[CH:17][CH:16]=[CH:15][CH:14]=1.C([O-])([O-])=O.[K+].[K+]. The catalyst is CC(C)=O.CCCCCC.CCOC(C)=O. The product is [C:13]1([O:1][C:2]2[CH:7]=[CH:6][CH:5]=[CH:4][C:3]=2[CH2:8][CH2:9][C:10]([O:12][C:2]2[CH:7]=[CH:6][CH:5]=[CH:4][CH:3]=2)=[O:11])[CH:18]=[CH:17][CH:16]=[CH:15][CH:14]=1. The yield is 0.770. (2) The reactants are [Cl-].[Al+3].[Cl-].[Cl-].[O:5]=[C:6]([CH3:12])[CH2:7][CH2:8][C:9](Cl)=[O:10].Cl.[CH:14]1[CH:19]=[CH:18][CH:17]=[CH:16][CH:15]=1. No catalyst specified. The product is [C:14]1([C:9](=[O:10])[CH2:8][CH2:7][C:6](=[O:5])[CH3:12])[CH:19]=[CH:18][CH:17]=[CH:16][CH:15]=1. The yield is 0.241. (3) The reactants are N1C=CN=[C:2]1[NH:6][C:7]([C:9]1[C:17]2[N:16]=[C:15]([NH:18][C:19]([C:21]3[N:22]=[CH:23][C:24]4[C:29]([CH:30]=3)=[CH:28][CH:27]=[CH:26][CH:25]=4)=[O:20])[NH:14][C:13]=2[CH:12]=[CH:11][CH:10]=1)=[O:8].CN(C(O[N:39]1N=N[C:41]2[CH:42]=[CH:43][CH:44]=C[C:40]1=2)=[N+](C)C)C.F[P-](F)(F)(F)(F)F.CCN(C(C)C)C(C)C.C1(N)C(N)=CC=CC=1. The catalyst is CN(C=O)C. The product is [NH2:39][C:40]1[CH:41]=[CH:42][CH:43]=[CH:44][C:2]=1[NH:6][C:7]([C:9]1[C:17]2[NH:16][C:15]([NH:18][C:19]([C:21]3[C:30]4[C:25](=[CH:26][CH:27]=[CH:28][CH:29]=4)[CH:24]=[CH:23][N:22]=3)=[O:20])=[N:14][C:13]=2[CH:12]=[CH:11][CH:10]=1)=[O:8]. The yield is 0.800. (4) The reactants are [F:1][C:2]([F:18])([F:17])[C:3]1[CH:16]=[CH:15][C:6]([C:7]([NH:9][CH:10]([CH3:14])[C:11]([OH:13])=O)=O)=[CH:5][CH:4]=1.[C:19](Cl)(=[O:23])C(Cl)=O.C(N(CC)CC)C.[CH3:32][OH:33]. The catalyst is CN(C=O)C. The product is [CH3:32][O:33][C:19]([C:11]1[O:13][C:7]([C:6]2[CH:5]=[CH:4][C:3]([C:2]([F:1])([F:17])[F:18])=[CH:16][CH:15]=2)=[N:9][C:10]=1[CH3:14])=[O:23]. The yield is 0.350. (5) The reactants are Br[C:2]1[CH:7]=[CH:6][C:5]([CH2:8][CH2:9][O:10][CH2:11][O:12][CH3:13])=[CH:4][CH:3]=1.C([Li])CCC.[CH2:19]([O:26][C:27]1[C:34]([Br:35])=[CH:33][C:30]([CH:31]=[O:32])=[C:29]([Cl:36])[CH:28]=1)[C:20]1[CH:25]=[CH:24][CH:23]=[CH:22][CH:21]=1.[Cl-].[NH4+]. The catalyst is O1CCCC1.CCCCCC. The product is [CH2:19]([O:26][C:27]1[C:34]([Br:35])=[CH:33][C:30]([CH:31]([C:2]2[CH:7]=[CH:6][C:5]([CH2:8][CH2:9][O:10][CH2:11][O:12][CH3:13])=[CH:4][CH:3]=2)[OH:32])=[C:29]([Cl:36])[CH:28]=1)[C:20]1[CH:21]=[CH:22][CH:23]=[CH:24][CH:25]=1. The yield is 0.250. (6) The reactants are [CH3:1][O:2][C:3]1[CH:4]=[C:5]2[C:10](=[CH:11][CH:12]=1)[CH:9]=[C:8]([C@H:13]([CH3:17])[C:14]([OH:16])=[O:15])[CH:7]=[CH:6]2.[S:18]([CH2:22][CH2:23]O)[CH2:19][CH2:20][OH:21].Cl.CN(C)CCCN=C=NCC.CCOCC.CCCCCC. The catalyst is ClCCl. The product is [CH3:1][O:2][C:3]1[CH:4]=[C:5]2[C:10](=[CH:11][CH:12]=1)[CH:9]=[C:8]([C@H:13]([CH3:17])[C:14]([O:16][CH2:23][CH2:22][S:18][CH2:19][CH2:20][OH:21])=[O:15])[CH:7]=[CH:6]2. The yield is 0.810. (7) The reactants are [Br:1][C:2]1[C:3]([CH2:8][CH2:9][CH:10]=O)=[N:4][CH:5]=[N:6][CH:7]=1.CC[N+](S(N=C(OC)[O-])(=O)=O)(CC)CC. The catalyst is C1COCC1. The product is [Br:1][C:2]1[C:3]2[N:4]([CH:10]=[CH:9][CH:8]=2)[CH:5]=[N:6][CH:7]=1. The yield is 1.00. (8) The reactants are [O:1]1[C:5]2[CH:6]=[CH:7][CH:8]=[CH:9][C:4]=2[CH:3]=[C:2]1[C:10]1[C:18]2[C:13](=[CH:14][CH:15]=[C:16]([C:19]([OH:21])=O)[CH:17]=2)[N:12](C2CCCCO2)[N:11]=1.F[P-](F)(F)(F)(F)F.N1(OC(N(C)C)=[N+](C)C)C2C=CC=CC=2N=N1.[CH3:52][N:53]([CH3:59])[CH2:54][CH2:55][CH2:56][CH2:57][NH2:58]. No catalyst specified. The product is [O:1]1[C:5]2[CH:6]=[CH:7][CH:8]=[CH:9][C:4]=2[CH:3]=[C:2]1[C:10]1[C:18]2[C:13](=[CH:14][CH:15]=[C:16]([C:19]([NH:58][CH2:57][CH2:56][CH2:55][CH2:54][N:53]([CH3:59])[CH3:52])=[O:21])[CH:17]=2)[NH:12][N:11]=1. The yield is 0.300.